This data is from Catalyst prediction with 721,799 reactions and 888 catalyst types from USPTO. The task is: Predict which catalyst facilitates the given reaction. (1) Reactant: [OH2:1].Br[CH2:3][C:4]1[C:12]2[C:7](=[N:8][C:9]([Cl:13])=[CH:10][CH:11]=2)[S:6][N:5]=1. Product: [Cl:13][C:9]1[N:8]=[C:7]2[S:6][N:5]=[C:4]([CH2:3][OH:1])[C:12]2=[CH:11][CH:10]=1. The catalyst class is: 16. (2) Reactant: [CH3:1][C:2]([Mg]Br)=[CH:3][CH3:4].[F:7][C:8]1[N:13]=[C:12]([N:14]2[CH2:23][CH2:22][C:21]3[C:16](=[CH:17][CH:18]=[CH:19][CH:20]=3)[CH2:15]2)[C:11]([N+:24]([O-])=O)=[CH:10][CH:9]=1.[Cl-].[NH4+]. Product: [F:7][C:8]1[CH:9]=[C:10]2[C:3]([CH3:4])=[C:2]([CH3:1])[NH:24][C:11]2=[C:12]([N:14]2[CH2:23][CH2:22][C:21]3[C:16](=[CH:17][CH:18]=[CH:19][CH:20]=3)[CH2:15]2)[N:13]=1. The catalyst class is: 7. (3) Reactant: [O:1]1[C:10]2[CH:9]=[C:8]([CH2:11][N:12]([CH:20]3[CH2:29][CH2:28][C:27]4[C:22](=[CH:23][CH:24]=[C:25]([N:30]5[C:35](=[O:36])[CH:34]=[N:33][C:32]6[CH:37]=[CH:38][C:39]([O:41][CH3:42])=[N:40][C:31]5=6)[CH:26]=4)[CH2:21]3)C(=O)OC(C)(C)C)[N:7]=[CH:6][C:5]=2[O:4][CH2:3][CH2:2]1. Product: [O:1]1[C:10]2[CH:9]=[C:8]([CH2:11][NH:12][CH:20]3[CH2:29][CH2:28][C:27]4[CH:26]=[C:25]([N:30]5[C:35](=[O:36])[CH:34]=[N:33][C:32]6[CH:37]=[CH:38][C:39]([O:41][CH3:42])=[N:40][C:31]5=6)[CH:24]=[CH:23][C:22]=4[CH2:21]3)[N:7]=[CH:6][C:5]=2[O:4][CH2:3][CH2:2]1. The catalyst class is: 157. (4) Reactant: [CH3:1][O:2][C:3]1[CH:4]=[C:5]2[C:9](=[CH:10][CH:11]=1)[N:8]([S:12]([C:15]1[CH:20]=[CH:19][C:18]([CH3:21])=[CH:17][CH:16]=1)(=[O:14])=[O:13])[CH:7]=[CH:6]2.[N+:22]([O-])([OH:24])=[O:23]. Product: [CH3:1][O:2][C:3]1[C:4]([N+:22]([O-:24])=[O:23])=[C:5]2[C:9](=[CH:10][CH:11]=1)[N:8]([S:12]([C:15]1[CH:20]=[CH:19][C:18]([CH3:21])=[CH:17][CH:16]=1)(=[O:14])=[O:13])[CH:7]=[CH:6]2. The catalyst class is: 2. (5) Product: [CH:28]1([C:27]2[C:26]3[CH:25]=[CH:24][C:23]([C:34]([NH:51][S:48]([N:47]([CH2:46][CH:45]([O:44][CH3:43])[O:53][CH3:54])[CH3:52])(=[O:50])=[O:49])=[O:36])=[CH:22][C:21]=3[N:19]3[C:18]=2[C:17]2[CH:37]=[CH:38][CH:39]=[CH:40][C:16]=2[N:15]([CH3:41])[CH:14]([CH2:13][N:11]([CH3:12])[CH2:10][CH2:9][N:8]([CH3:42])[C:6](=[O:7])[O:5][C:1]([CH3:4])([CH3:2])[CH3:3])[CH2:20]3)[CH2:29][CH2:30][CH2:31][CH2:32][CH2:33]1. The catalyst class is: 79. Reactant: [C:1]([O:5][C:6]([N:8]([CH3:42])[CH2:9][CH2:10][N:11]([CH2:13][CH:14]1[CH2:20][N:19]2[C:21]3[CH:22]=[C:23]([C:34]([OH:36])=O)[CH:24]=[CH:25][C:26]=3[C:27]([CH:28]3[CH2:33][CH2:32][CH2:31][CH2:30][CH2:29]3)=[C:18]2[C:17]2[CH:37]=[CH:38][CH:39]=[CH:40][C:16]=2[N:15]1[CH3:41])[CH3:12])=[O:7])([CH3:4])([CH3:3])[CH3:2].[CH3:43][O:44][CH:45]([O:53][CH3:54])[CH2:46][N:47]([CH3:52])[S:48]([NH2:51])(=[O:50])=[O:49].C(Cl)CCl. (6) Reactant: [CH3:1][C:2]1[CH:7]=[C:6]([CH3:8])[NH:5][C:4](=[O:9])[C:3]=1[CH2:10][NH:11][C:12](=[O:37])[C:13]1[CH:18]=[C:17]([C:19]#[C:20][CH:21]2[CH2:26][CH2:25][NH:24][CH2:23][CH2:22]2)[CH:16]=[C:15]([N:27]([CH2:34][CH3:35])[CH:28]2[CH2:33][CH2:32][O:31][CH2:30][CH2:29]2)[C:14]=1[CH3:36].[CH2:38]=O.O.[Na]. Product: [CH3:1][C:2]1[CH:7]=[C:6]([CH3:8])[NH:5][C:4](=[O:9])[C:3]=1[CH2:10][NH:11][C:12](=[O:37])[C:13]1[CH:18]=[C:17]([C:19]#[C:20][CH:21]2[CH2:26][CH2:25][N:24]([CH3:38])[CH2:23][CH2:22]2)[CH:16]=[C:15]([N:27]([CH2:34][CH3:35])[CH:28]2[CH2:33][CH2:32][O:31][CH2:30][CH2:29]2)[C:14]=1[CH3:36]. The catalyst class is: 5. (7) Reactant: [Br:1][C:2]1[CH:6]=[C:5]([C:7]2[O:12][C:11](=[O:13])[C:10]3[CH:14]=[C:15]([Cl:19])[CH:16]=[C:17]([CH3:18])[C:9]=3[N:8]=2)[N:4]([C:20]2[C:25]([Cl:26])=[CH:24][CH:23]=[CH:22][N:21]=2)[N:3]=1.Cl.[CH:28]1([CH2:31][NH2:32])[CH2:30][CH2:29]1.C(N(CC)CC)C.O. Product: [Br:1][C:2]1[CH:6]=[C:5]([C:7]([NH:8][C:9]2[C:17]([CH3:18])=[CH:16][C:15]([Cl:19])=[CH:14][C:10]=2[C:11]([NH:32][CH2:31][CH:28]2[CH2:30][CH2:29]2)=[O:13])=[O:12])[N:4]([C:20]2[C:25]([Cl:26])=[CH:24][CH:23]=[CH:22][N:21]=2)[N:3]=1. The catalyst class is: 10.